Dataset: Peptide-MHC class I binding affinity with 185,985 pairs from IEDB/IMGT. Task: Regression. Given a peptide amino acid sequence and an MHC pseudo amino acid sequence, predict their binding affinity value. This is MHC class I binding data. The peptide sequence is FLPGQYMNI. The MHC is HLA-B07:02 with pseudo-sequence HLA-B07:02. The binding affinity (normalized) is 0.0847.